From a dataset of Catalyst prediction with 721,799 reactions and 888 catalyst types from USPTO. Predict which catalyst facilitates the given reaction. (1) Reactant: Cl[C:2]([O:4][C:5]1[CH:10]=[CH:9][CH:8]=[CH:7][CH:6]=1)=[O:3].[NH2:11][C:12]1[CH:17]=[CH:16][C:15]([C:18]2[N:23]=[C:22]([CH2:24][S:25]([CH2:28][CH2:29][OH:30])(=[O:27])=[O:26])[CH:21]=[C:20]([N:31]3[CH2:36][CH2:35][O:34][CH2:33][C@@H:32]3[CH3:37])[N:19]=2)=[CH:14][CH:13]=1.C(=O)(O)[O-].[Na+].O. Product: [OH:30][CH2:29][CH2:28][S:25]([CH2:24][C:22]1[CH:21]=[C:20]([N:31]2[CH2:36][CH2:35][O:34][CH2:33][C@@H:32]2[CH3:37])[N:19]=[C:18]([C:15]2[CH:14]=[CH:13][C:12]([NH:11][C:2](=[O:3])[O:4][C:5]3[CH:10]=[CH:9][CH:8]=[CH:7][CH:6]=3)=[CH:17][CH:16]=2)[N:23]=1)(=[O:26])=[O:27]. The catalyst class is: 12. (2) Reactant: O[C@@H:2]1[CH2:7][CH2:6][CH2:5][CH2:4][C@H:3]1[NH:8][C:9]1[CH2:14][CH2:13][CH2:12][C:11](=[O:15])[CH:10]=1.BrC1C(C)=CC(C)=CC=1C.C(=O)([O-])[O-].[K+].[K+].CN(C=O)C. Product: [CH2:14]1[C:9]2[NH:8][C:3]3[CH2:4][CH2:5][CH2:6][CH2:7][C:2]=3[C:10]=2[C:11](=[O:15])[CH2:12][CH2:13]1. The catalyst class is: 103. (3) Product: [NH2:25][CH2:2][CH2:3][N:4]1[C:8]2[CH:9]=[CH:10][CH:11]=[CH:12][C:7]=2[N:6]([CH2:13][C:14]2[C:15]3[C:22]([CH3:23])=[CH:21][CH:20]=[CH:19][C:16]=3[S:17][CH:18]=2)[C:5]1=[O:24]. The catalyst class is: 1. Reactant: Br[CH2:2][CH2:3][N:4]1[C:8]2[CH:9]=[CH:10][CH:11]=[CH:12][C:7]=2[N:6]([CH2:13][C:14]2[C:15]3[C:22]([CH3:23])=[CH:21][CH:20]=[CH:19][C:16]=3[S:17][CH:18]=2)[C:5]1=[O:24].[NH4+:25].[OH-]. (4) Reactant: [Cl:1][C:2]1[CH:7]=[CH:6][C:5](/[CH:8]=[CH:9]/[C:10]2(C(C3CCCCO3)=O)[C:18]3[C:13](=[CH:14][CH:15]=[C:16]([C:19]4[N:23]=[CH:22][N:21](C(C5C=CC=CC=5)(C5C=CC=CC=5)C5C=CC=CC=5)[N:20]=4)[CH:17]=3)[NH:12][NH:11]2)=[CH:4][CH:3]=1. Product: [Cl:1][C:2]1[CH:7]=[CH:6][C:5](/[CH:8]=[CH:9]/[C:10]2[C:18]3[C:13](=[CH:14][CH:15]=[C:16]([C:19]4[N:23]=[CH:22][NH:21][N:20]=4)[CH:17]=3)[NH:12][N:11]=2)=[CH:4][CH:3]=1. The catalyst class is: 393. (5) Product: [NH2:15][C:14]1[CH:13]=[CH:12][C:6]([C:7]([O:9][CH2:10][CH3:11])=[O:8])=[CH:5][C:4]=1[O:3][CH2:1][CH3:2]. The catalyst class is: 63. Reactant: [CH2:1]([O:3][C:4]1[CH:5]=[C:6]([CH:12]=[CH:13][C:14]=1[N+:15]([O-])=O)[C:7]([O:9][CH2:10][CH3:11])=[O:8])[CH3:2].C1COCC1.[H][H].